This data is from Full USPTO retrosynthesis dataset with 1.9M reactions from patents (1976-2016). The task is: Predict the reactants needed to synthesize the given product. (1) Given the product [C:14]([C:7]1[C:6]([OH:16])=[C:5]([OH:4])[CH:10]=[C:9]([C:11]#[N:12])[C:8]=1[C:26]1[CH:27]=[CH:28][C:23]([C:20]([OH:22])=[O:21])=[CH:24][CH:25]=1)#[N:15], predict the reactants needed to synthesize it. The reactants are: C([O:4][C:5]1[CH:10]=[C:9]([C:11]#[N:12])[C:8](Br)=[C:7]([C:14]#[N:15])[C:6]=1[O:16]C(=O)C)(=O)C.[C:20]([C:23]1[CH:28]=[CH:27][C:26](B(O)O)=[CH:25][CH:24]=1)([OH:22])=[O:21]. (2) Given the product [F:13][C:14]1[CH:19]=[C:18]([I:20])[CH:17]=[CH:16][C:15]=1[NH:21][C:22]1[CH:29]=[N:28][CH:27]=[CH:26][C:23]=1[C:24]1[N:25]=[N:7][NH:6][C:5]=1[Si:1]([CH3:4])([CH3:3])[CH3:2], predict the reactants needed to synthesize it. The reactants are: [Si:1]([CH:5]=[N+:6]=[N-:7])([CH3:4])([CH3:3])[CH3:2].C([Li])CCC.[F:13][C:14]1[CH:19]=[C:18]([I:20])[CH:17]=[CH:16][C:15]=1[NH:21][C:22]1[CH:29]=[N:28][CH:27]=[CH:26][C:23]=1[C:24]#[N:25]. (3) Given the product [CH2:5]([O:4][C:2](=[O:3])[NH:7][C:8]1[CH:13]=[CH:12][C:11]([OH:14])=[CH:10][C:9]=1[F:15])[CH3:6], predict the reactants needed to synthesize it. The reactants are: Cl[C:2]([O:4][CH2:5][CH3:6])=[O:3].[NH2:7][C:8]1[CH:13]=[CH:12][C:11]([OH:14])=[CH:10][C:9]=1[F:15].Cl. (4) The reactants are: CC[CH2:3][CH2:4][O-:5].[Na+].C(O)C.[Cl:10][C:11]1[CH:18]=[CH:17][CH:16]=[C:15](F)[C:12]=1[C:13]#[N:14].C(Cl)(Cl)Cl. Given the product [Cl:10][C:11]1[CH:18]=[CH:17][CH:16]=[C:15]([O:5][CH2:4][CH3:3])[C:12]=1[C:13]#[N:14], predict the reactants needed to synthesize it. (5) Given the product [Cl:1][C:2]1[N:7]2[N:10]=[C:9]([C:12]3[CH:17]=[CH:16][C:15]([F:18])=[CH:14][CH:13]=3)[CH:8]=[C:6]2[CH:5]=[CH:4][CH:3]=1, predict the reactants needed to synthesize it. The reactants are: [Cl:1][C:2]1[N:7]=[C:6]([CH2:8][C:9]([C:12]2[CH:17]=[CH:16][C:15]([F:18])=[CH:14][CH:13]=2)=[N:10]O)[CH:5]=[CH:4][CH:3]=1.FC(F)(F)C(OC(=O)C(F)(F)F)=O.C(N(CC)CC)C.